The task is: Predict the product of the given reaction.. This data is from Forward reaction prediction with 1.9M reactions from USPTO patents (1976-2016). Given the reactants COC1C=C(OC)C=CC=1C[N:6]([CH2:13][C:14]1[C:15]([C:24]2[CH:29]=[CH:28][C:27]([F:30])=[CH:26][CH:25]=2)=[N:16][O:17][C:18]=1[C:19](OCC)=[O:20])[CH2:7][C:8]([O:10][CH2:11][CH3:12])=[O:9].CC(C)([O-])C.[K+].S(Cl)(Cl)=O, predict the reaction product. The product is: [F:30][C:27]1[CH:28]=[CH:29][C:24]([C:15]2[C:14]3[CH:13]=[N:6][C:7]([C:8]([O:10][CH2:11][CH3:12])=[O:9])=[C:19]([OH:20])[C:18]=3[O:17][N:16]=2)=[CH:25][CH:26]=1.